Dataset: Reaction yield outcomes from USPTO patents with 853,638 reactions. Task: Predict the reaction yield, written as a fraction of the theoretical maximum amount of product (1.0 means a 100% yield; for example, 0.34 means a 34% yield). (1) The reactants are [C:1]([O:5][C:6]([N:8]1[CH2:13][CH2:12][CH2:11][C@H:10]([NH:14][C:15]([C:17]2[C:21]([NH:22][C:23]([NH2:25])=[O:24])=[CH:20][N:19]([C:26]3[CH:31]=[CH:30][CH:29]=[C:28]([F:32])[CH:27]=3)[CH:18]=2)=[O:16])[CH2:9]1)=[O:7])([CH3:4])([CH3:3])[CH3:2].Cl.[F:34][CH2:35][CH2:36]N.C([O-])(=O)C.[Na+].C(OCC)(=O)C. The catalyst is C(Cl)Cl. The product is [C:1]([O:5][C:6]([N:8]1[CH2:13][CH2:12][CH2:11][C@H:10]([NH:14][C:15]([C:17]2[C:21]([NH:22][C:23]([NH:25][CH2:36][CH2:35][F:34])=[O:24])=[CH:20][N:19]([C:26]3[CH:31]=[CH:30][CH:29]=[C:28]([F:32])[CH:27]=3)[CH:18]=2)=[O:16])[CH2:9]1)=[O:7])([CH3:4])([CH3:2])[CH3:3]. The yield is 0.950. (2) The reactants are [ClH:1].[CH2:2]([O:9][NH2:10])[C:3]1[CH:8]=[CH:7][CH:6]=[CH:5][CH:4]=1.C(=O)([O-])[O-].[K+].[K+].[CH:17](=O)[C:18]1[CH:23]=[CH:22][CH:21]=[CH:20][CH:19]=1.C[SiH](C)C1C=CC=CC=1.[Ar].FC(F)(F)C(O)=O. The catalyst is C(O)C.O. The product is [ClH:1].[CH2:2]([O:9][NH:10][CH2:17][C:18]1[CH:23]=[CH:22][CH:21]=[CH:20][CH:19]=1)[C:3]1[CH:8]=[CH:7][CH:6]=[CH:5][CH:4]=1. The yield is 0.480.